Dataset: Reaction yield outcomes from USPTO patents with 853,638 reactions. Task: Predict the reaction yield, written as a fraction of the theoretical maximum amount of product (1.0 means a 100% yield; for example, 0.34 means a 34% yield). (1) The catalyst is ClCCl. The reactants are [Br:1][C:2]1[CH:25]=[C:24]([Cl:26])[CH:23]=[CH:22][C:3]=1[O:4][C:5]1[N:9]([CH3:10])[C:8]2[C:11]([CH:17]([CH2:20][CH3:21])[CH2:18][CH3:19])=[CH:12][CH:13]=[C:14]([O:15]C)[C:7]=2[N:6]=1.B(Br)(Br)Br. The product is [Br:1][C:2]1[CH:25]=[C:24]([Cl:26])[CH:23]=[CH:22][C:3]=1[O:4][C:5]1[N:9]([CH3:10])[C:8]2[C:11]([CH:17]([CH2:18][CH3:19])[CH2:20][CH3:21])=[CH:12][CH:13]=[C:14]([OH:15])[C:7]=2[N:6]=1. The yield is 0.860. (2) No catalyst specified. The product is [O:17]=[C:6]1[C:5](=[CH:4][NH:36][C:33]2[CH:34]=[CH:35][C:30]([S:27]([NH:26][C:22]3[CH:23]=[CH:24][CH:25]=[C:20]([C:19]([F:38])([F:18])[F:37])[CH:21]=3)(=[O:29])=[O:28])=[CH:31][CH:32]=2)[C:16]2[C:8](=[CH:9][CH:10]=[C:11]3[C:15]=2[S:14][CH:13]=[N:12]3)[NH:7]1. The reactants are C(O[CH:4]=[C:5]1[C:16]2[C:8](=[CH:9][CH:10]=[C:11]3[C:15]=2[S:14][CH:13]=[N:12]3)[NH:7][C:6]1=[O:17])C.[F:18][C:19]([F:38])([F:37])[C:20]1[CH:21]=[C:22]([NH:26][S:27]([C:30]2[CH:35]=[CH:34][C:33]([NH2:36])=[CH:32][CH:31]=2)(=[O:29])=[O:28])[CH:23]=[CH:24][CH:25]=1. The yield is 0.290. (3) The reactants are [Br-].[CH2:2]([P+](C1C=CC=CC=1)(C1C=CC=CC=1)C1C=CC=CC=1)[CH2:3][CH:4]([CH3:6])[CH3:5].CC(C)([O-])C.[K+].[F:32][C:33]1[CH:34]=[C:35]([N:40]2[C:45](=[O:46])[C:44]([CH2:47][CH2:48][CH:49]=O)=[C:43]([C:51]3[CH:56]=[CH:55][C:54]([S:57]([CH3:60])(=[O:59])=[O:58])=[CH:53][CH:52]=3)[CH:42]=[N:41]2)[CH:36]=[CH:37][C:38]=1[F:39]. The catalyst is C1(C)C=CC=CC=1. The product is [F:32][C:33]1[CH:34]=[C:35]([N:40]2[C:45](=[O:46])[C:44]([CH2:47][CH2:48][CH:49]=[CH:2][CH2:3][CH:4]([CH3:6])[CH3:5])=[C:43]([C:51]3[CH:56]=[CH:55][C:54]([S:57]([CH3:60])(=[O:58])=[O:59])=[CH:53][CH:52]=3)[CH:42]=[N:41]2)[CH:36]=[CH:37][C:38]=1[F:39]. The yield is 0.130. (4) The reactants are [C:1](=[O:4])(O)O.[C:5]1([NH:11][C:12]([NH2:14])=[NH:13])[CH:10]=[CH:9][CH:8]=[CH:7][CH:6]=1.C([O-])C.[Na+].C(OC(=O)[C:24]1[CH:29]=[CH:28][CH:27]=[CH:26][C:25]=1[CH2:30][CH3:31])(=O)C. The catalyst is C(O)C. The product is [OH:4][C:1]1[CH:31]=[C:30]([C:25]2[CH:26]=[CH:27][CH:28]=[CH:29][CH:24]=2)[N:14]=[C:12]([NH:11][C:5]2[CH:10]=[CH:9][CH:8]=[CH:7][CH:6]=2)[N:13]=1. The yield is 0.557.